From a dataset of Full USPTO retrosynthesis dataset with 1.9M reactions from patents (1976-2016). Predict the reactants needed to synthesize the given product. (1) Given the product [C:22]([C:2]1[C:10]2[C:5](=[CH:6][N:7]=[CH:8][CH:9]=2)[N:4]([CH2:11][C:12]([O:14][C:15]([CH3:18])([CH3:17])[CH3:16])=[O:13])[N:3]=1)(=[O:23])[NH2:20], predict the reactants needed to synthesize it. The reactants are: I[C:2]1[C:10]2[C:5](=[CH:6][N:7]=[CH:8][CH:9]=2)[N:4]([CH2:11][C:12]([O:14][C:15]([CH3:18])([CH3:17])[CH3:16])=[O:13])[N:3]=1.C[N:20]([CH:22]=[O:23])C. (2) Given the product [C:18]([O:17][C:15]([N:12]1[CH2:11][CH2:10][N:9]([C:6]2[CH:5]=[C:4]3[C:3]([CH:33]=[C:27]([C:28]([OH:29])=[O:30])[C:26](=[O:31])[O:22]3)=[CH:8][CH:7]=2)[CH2:14][CH2:13]1)=[O:16])([CH3:20])([CH3:19])[CH3:21], predict the reactants needed to synthesize it. The reactants are: C([C:3]1[CH:8]=[CH:7][C:6]([N:9]2[CH2:14][CH2:13][N:12]([C:15]([O:17][C:18]([CH3:21])([CH3:20])[CH3:19])=[O:16])[CH2:11][CH2:10]2)=[CH:5][C:4]=1[OH:22])=O.CC1(C)[O:29][C:28](=[O:30])[CH2:27][C:26](=[O:31])O1.[CH2:33](N(CC)CC)C. (3) Given the product [CH2:14]([O:13][C:11]([C:10]1[CH:9]=[N:8][N:7]2[C:2]([NH:25][C:24]3[CH:26]=[CH:27][C:21]([CH3:20])=[CH:22][CH:23]=3)=[C:3]([C:16]([O:18][CH3:19])=[O:17])[CH:4]=[N:5][C:6]=12)=[O:12])[CH3:15], predict the reactants needed to synthesize it. The reactants are: Cl[C:2]1[N:7]2[N:8]=[CH:9][C:10]([C:11]([O:13][CH2:14][CH3:15])=[O:12])=[C:6]2[N:5]=[CH:4][C:3]=1[C:16]([O:18][CH3:19])=[O:17].[CH3:20][C:21]1[CH:27]=[CH:26][C:24]([NH2:25])=[CH:23][CH:22]=1.